This data is from Experimentally validated miRNA-target interactions with 360,000+ pairs, plus equal number of negative samples. The task is: Binary Classification. Given a miRNA mature sequence and a target amino acid sequence, predict their likelihood of interaction. The miRNA is hsa-miR-451b with sequence UAGCAAGAGAACCAUUACCAUU. The protein sequence of the target gene is MGVSSRARWVALGLGVLGLLCAALGVIMILMVPSLIKQQVLKNVRIDPSSLSFGMWKEIPVPFYLSVYFFEVVNPSEVLNGQKPVVRERGPYVYREFRQKVNITFNDNDTVSYIENRSLRFQPDRSQGSESDYIVLPNILVLGGAVMMEDKPTSLKLLMTLGLVTMGQRAFMNRTVGEILWGYEDPFVNFLSKYFPDMFPIKGKFGLFVGMNDSSSGVFTVFTGVQNFSKIHLVDKWNGLSEVNYWHSEQCNMINGTAGQMWAPFMTPESSLEFFSPEACRSMKLTYQESRVFEGIPTYR.... Result: 0 (no interaction).